The task is: Predict which catalyst facilitates the given reaction.. This data is from Catalyst prediction with 721,799 reactions and 888 catalyst types from USPTO. (1) Reactant: CC(OI1(OC(C)=O)(OC(C)=O)OC(=O)C2C=CC=CC1=2)=O.[Cl:23][C:24]1[CH:29]=[CH:28][C:27]([C:30]([N:45]2[C:53]3[C:48](=[C:49]([NH:54][C:55](=[O:61])[O:56][C:57]([CH3:60])([CH3:59])[CH3:58])[CH:50]=[CH:51][CH:52]=3)[CH:47]=[CH:46]2)([CH2:43][CH3:44])[C:31]([NH:33][CH:34]([C:37]2[CH:42]=[CH:41][CH:40]=[CH:39][CH:38]=2)[CH2:35][OH:36])=O)=[CH:26][CH:25]=1.C1(P(C2C=CC=CC=2)C2C=CC=CC=2)C=CC=CC=1.C(N(CC)CC)C.II. Product: [Cl:23][C:24]1[CH:25]=[CH:26][C:27]([C:30]([N:45]2[C:53]3[C:48](=[C:49]([NH:54][C:55](=[O:61])[O:56][C:57]([CH3:58])([CH3:60])[CH3:59])[CH:50]=[CH:51][CH:52]=3)[CH:47]=[CH:46]2)([C:31]2[O:36][CH:35]=[C:34]([C:37]3[CH:38]=[CH:39][CH:40]=[CH:41][CH:42]=3)[N:33]=2)[CH2:43][CH3:44])=[CH:28][CH:29]=1. The catalyst class is: 2. (2) Reactant: [C:1]([CH:4]1[CH2:9]C[CH2:9][CH2:4][C:1]1=[O:3])(=[O:3])C.C(=O)([O-])[O-].[Cs+].[Cs+].NCCCOC[CH2:23][CH2:24][O:25][CH2:26][CH2:27][O:28][CH2:29][CH2:30][CH2:31][NH:32][C:33](=[O:39])[O:34][C:35]([CH3:38])([CH3:37])[CH3:36].[N:40]([CH2:43][CH2:44][CH2:45][O:46][C:47]1[CH:52]=[CH:51][C:50]([C:53]([C:55]2[CH:60]=[CH:59][C:58](I)=[CH:57][CH:56]=2)=[O:54])=[CH:49][CH:48]=1)=[N+]=[N-].C[N:63](C=O)C. Product: [NH2:40][CH2:43][CH2:44][CH2:45][O:46][C:47]1[CH:52]=[CH:51][C:50]([C:53]([C:55]2[CH:60]=[CH:59][C:58]([NH:63][CH2:9][CH2:4][CH2:1][O:3][CH2:23][CH2:24][O:25][CH2:26][CH2:27][O:28][CH2:29][CH2:30][CH2:31][NH:32][C:33](=[O:39])[O:34][C:35]([CH3:36])([CH3:37])[CH3:38])=[CH:57][CH:56]=2)=[O:54])=[CH:49][CH:48]=1. The catalyst class is: 205. (3) Reactant: C([N:8]1[CH2:13][CH2:12][CH:11]([N:14]([CH:18]2[CH2:27][CH2:26][C:25]3[C:20](=[CH:21][C:22]([O:28][CH3:29])=[CH:23][CH:24]=3)[CH2:19]2)[CH2:15][CH2:16][CH3:17])[CH2:10][CH2:9]1)C1C=CC=CC=1. Product: [CH3:29][O:28][C:22]1[CH:21]=[C:20]2[C:25]([CH2:26][CH2:27][CH:18]([N:14]([CH:11]3[CH2:10][CH2:9][NH:8][CH2:13][CH2:12]3)[CH2:15][CH2:16][CH3:17])[CH2:19]2)=[CH:24][CH:23]=1. The catalyst class is: 421. (4) Reactant: [CH3:1][O:2][CH2:3][CH2:4][NH:5][C:6]([C:8]1[CH:9]=[C:10]([CH:13]=[CH:14][CH:15]=1)[CH:11]=O)=[O:7].[C:16]([C:19]1[C:20](=[O:30])[NH:21][C:22]2[C:27]([C:28]=1[OH:29])=[CH:26][CH:25]=[CH:24][N:23]=2)(=[O:18])[CH3:17].N1CCCCC1.CN(C)C=O. Product: [OH:29][C:28]1[C:27]2[C:22](=[N:23][CH:24]=[CH:25][CH:26]=2)[NH:21][C:20](=[O:30])[C:19]=1[C:16](=[O:18])[CH:17]=[CH:11][C:10]1[CH:13]=[CH:14][CH:15]=[C:8]([C:6]([NH:5][CH2:4][CH2:3][O:2][CH3:1])=[O:7])[CH:9]=1. The catalyst class is: 8. (5) Reactant: [CH3:1][NH:2][NH2:3].O.[Br:5][C:6]1[CH:7]=[CH:8][C:9]([F:42])=[C:10]([C@:12]23[CH2:21][O:20][C@@H:19]([CH:22]([CH:28](OC)OC)[CH:23](OC)OC)[CH2:18][C@H:17]2[CH2:16][S:15][C:14]([NH:33]C(=O)C2C=CC=CC=2)=[N:13]3)[CH:11]=1.S(=O)(=O)(O)O. Product: [Br:5][C:6]1[CH:7]=[CH:8][C:9]([F:42])=[C:10]([C@:12]23[CH2:21][O:20][C@@H:19]([C:22]4[CH:23]=[N:3][N:2]([CH3:1])[CH:28]=4)[CH2:18][C@H:17]2[CH2:16][S:15][C:14]([NH2:33])=[N:13]3)[CH:11]=1. The catalyst class is: 8. (6) Reactant: C(OC([N:11]1[CH2:16][CH2:15][C:14]([CH2:18][O:19][C:20]2[CH:25]=[CH:24][C:23]([N:26]3[CH2:30][C@H:29]([CH2:31][NH:32][C:33](=[O:35])[CH3:34])[O:28][C:27]3=[O:36])=[CH:22][C:21]=2[F:37])([OH:17])[CH2:13][CH2:12]1)=O)C1C=CC=CC=1. Product: [F:37][C:21]1[CH:22]=[C:23]([N:26]2[CH2:30][C@H:29]([CH2:31][NH:32][C:33](=[O:35])[CH3:34])[O:28][C:27]2=[O:36])[CH:24]=[CH:25][C:20]=1[O:19][CH2:18][C:14]1([OH:17])[CH2:15][CH2:16][NH:11][CH2:12][CH2:13]1. The catalyst class is: 381.